The task is: Predict the product of the given reaction.. This data is from Forward reaction prediction with 1.9M reactions from USPTO patents (1976-2016). (1) Given the reactants [Si:1]([O:8][CH2:9][C:10]1[CH:15]=[CH:14][N:13]=[CH:12][CH:11]=1)([C:4]([CH3:7])([CH3:6])[CH3:5])([CH3:3])[CH3:2].C1C=C(Cl)C=C(C(OO)=[O:24])C=1, predict the reaction product. The product is: [Si:1]([O:8][CH2:9][C:10]1[CH:11]=[CH:12][N+:13]([O-:24])=[CH:14][CH:15]=1)([C:4]([CH3:7])([CH3:6])[CH3:5])([CH3:3])[CH3:2]. (2) Given the reactants [Cl:1][C:2]1[CH:9]=[C:8]([Cl:10])[CH:7]=[CH:6][C:3]=1[CH:4]=O.[CH:11]([C:14]1[CH:20]=[CH:19][C:17]([NH2:18])=[CH:16][CH:15]=1)([CH3:13])[CH3:12], predict the reaction product. The product is: [Cl:1][C:2]1[CH:9]=[C:8]([Cl:10])[CH:7]=[CH:6][C:3]=1[CH2:4][NH:18][C:17]1[CH:19]=[CH:20][C:14]([CH:11]([CH3:13])[CH3:12])=[CH:15][CH:16]=1.